From a dataset of Full USPTO retrosynthesis dataset with 1.9M reactions from patents (1976-2016). Predict the reactants needed to synthesize the given product. (1) Given the product [CH2:15]([N:19]1[C:23]2[CH:24]=[N:25][CH:26]=[CH:27][C:22]=2[S:21]/[C:20]/1=[N:28]\[C:29](=[O:41])[C:30]1[CH:35]=[C:34]([C:36]([F:39])([F:38])[F:37])[CH:33]=[CH:32][C:31]=1[O:13][CH2:12][C@H:11]([O:10][CH2:9][O:8][CH3:7])[CH3:14])[CH2:16][CH2:17][CH3:18], predict the reactants needed to synthesize it. The reactants are: CC(C)([O-])C.[Na+].[CH3:7][O:8][CH2:9][O:10][C@H:11]([CH3:14])[CH2:12][OH:13].[CH2:15]([N:19]1[C:23]2[CH:24]=[N:25][CH:26]=[CH:27][C:22]=2[S:21]/[C:20]/1=[N:28]\[C:29](=[O:41])[C:30]1[CH:35]=[C:34]([C:36]([F:39])([F:38])[F:37])[CH:33]=[CH:32][C:31]=1F)[CH2:16][CH2:17][CH3:18].OP(O)(O)=O. (2) Given the product [C:20]([O:19][C:17]([N:9]1[CH2:10][CH2:11][C:7]([C:1]2[CH:2]=[CH:3][CH:4]=[CH:5][CH:6]=2)([CH2:12][CH2:13][OH:14])[CH2:8]1)=[O:18])([CH3:23])([CH3:22])[CH3:21], predict the reactants needed to synthesize it. The reactants are: [C:1]1([C:7]2([CH2:12][CH2:13][OH:14])[CH2:11][CH2:10][NH:9][CH2:8]2)[CH:6]=[CH:5][CH:4]=[CH:3][CH:2]=1.[OH-].[Na+].[C:17](O[C:17]([O:19][C:20]([CH3:23])([CH3:22])[CH3:21])=[O:18])([O:19][C:20]([CH3:23])([CH3:22])[CH3:21])=[O:18].ClCCl. (3) Given the product [C:1]([C:3]1[CH:4]=[C:5]([NH:6][C:27]([CH:26]2[CH2:25][CH2:24][N:23]([CH3:12])[CH2:31][CH2:30]2)=[O:29])[CH:7]=[CH:8][C:9]=1[O:10][CH3:11])#[CH:2], predict the reactants needed to synthesize it. The reactants are: [C:1]([C:3]1[CH:4]=[C:5]([CH:7]=[CH:8][C:9]=1[O:10][CH3:11])[NH2:6])#[CH:2].[CH:12]1C=CC2N(O)N=NC=2C=1.Cl.[NH:23]1[CH2:31][CH2:30][CH:26]([C:27]([OH:29])=O)[CH2:25][CH2:24]1.CCN(C(C)C)C(C)C.CCN=C=NCCCN(C)C.Cl. (4) Given the product [Cl:1][C:2]1[CH:7]=[CH:6][C:5]([O:8][CH3:9])=[C:4]([CH2:10][C:12]#[N:13])[CH:3]=1, predict the reactants needed to synthesize it. The reactants are: [Cl:1][C:2]1[CH:7]=[CH:6][C:5]([O:8][CH3:9])=[C:4]([CH2:10]Cl)[CH:3]=1.[C-:12]#[N:13].[K+].C1OCCOCCOCCOCCOCCOC1. (5) The reactants are: [Cl:1][C:2]1[N:7]=[C:6]([C:8](N(OC)C)=[O:9])[C:5]([F:14])=[CH:4][CH:3]=1.[CH3:15][Mg]Br.Cl. Given the product [Cl:1][C:2]1[N:7]=[C:6]([C:8](=[O:9])[CH3:15])[C:5]([F:14])=[CH:4][CH:3]=1, predict the reactants needed to synthesize it. (6) Given the product [C:17]([O:16][C:15]([NH:14][CH:10]1[CH2:11][CH2:12][CH2:13][N:7]([C:6]2[N:5]([CH3:22])[N:4]=[CH:3][C:2]=2[NH:1][C:40]([C:32]2[C:33]3=[N:34][CH:35]=[CH:36][CH:37]=[C:38]3[S:39][C:31]=2[NH:30][C:28](=[O:29])[O:27][C:23]([CH3:25])([CH3:24])[CH3:26])=[O:41])[CH2:8][CH2:9]1)=[O:21])([CH3:18])([CH3:19])[CH3:20], predict the reactants needed to synthesize it. The reactants are: [NH2:1][C:2]1[CH:3]=[N:4][N:5]([CH3:22])[C:6]=1[N:7]1[CH2:13][CH2:12][CH2:11][CH:10]([NH:14][C:15](=[O:21])[O:16][C:17]([CH3:20])([CH3:19])[CH3:18])[CH2:9][CH2:8]1.[C:23]([O:27][C:28]([NH:30][C:31]1[S:39][C:38]2[C:33](=[N:34][CH:35]=[CH:36][CH:37]=2)[C:32]=1[C:40](O)=[O:41])=[O:29])([CH3:26])([CH3:25])[CH3:24].CN(C(ON1N=NC2C=CC=NC1=2)=[N+](C)C)C.F[P-](F)(F)(F)(F)F.CCN(C(C)C)C(C)C.